Dataset: Full USPTO retrosynthesis dataset with 1.9M reactions from patents (1976-2016). Task: Predict the reactants needed to synthesize the given product. (1) The reactants are: [CH3:1][C@:2]12[CH2:18][CH2:17][C@H:16]3[C@@H:7]([CH2:8][CH2:9][C:10]4[C@@H:15]3[CH2:14][CH2:13][C:12](=[O:19])[CH:11]=4)[C@@H:6]1[CH2:5][CH2:4][C:3]2=[O:20].C1(Cl)C(=O)C(Cl)=C(Cl)C(=O)C=1Cl.CCOC(C)=O.CCCCCC. Given the product [CH3:1][C@:2]12[CH2:18][CH2:17][C@H:16]3[C@@H:7]([CH:8]=[CH:9][C:10]4[C@@H:15]3[CH2:14][CH2:13][C:12](=[O:19])[CH:11]=4)[C@@H:6]1[CH2:5][CH2:4][C:3]2=[O:20], predict the reactants needed to synthesize it. (2) The reactants are: [NH2:1][C:2]1[N:7]=[CH:6][C:5]([CH2:8][NH:9][C:10](=[O:26])[NH:11][CH2:12][C:13]([N:15]([O:18]CC2C=CC=CC=2)[CH2:16][CH3:17])=[O:14])=[CH:4][CH:3]=1. Given the product [NH2:1][C:2]1[N:7]=[CH:6][C:5]([CH2:8][NH:9][C:10](=[O:26])[NH:11][CH2:12][C:13]([N:15]([OH:18])[CH2:16][CH3:17])=[O:14])=[CH:4][CH:3]=1, predict the reactants needed to synthesize it. (3) Given the product [CH2:11]([O:13][C:14](=[O:34])[CH:15]=[C:16]([C:2]1[CH:10]=[CH:9][CH:8]=[C:7]2[C:3]=1[CH:4]=[N:5][NH:6]2)[C:17]1[CH:22]=[CH:21][CH:20]=[CH:19][CH:18]=1)[CH3:12], predict the reactants needed to synthesize it. The reactants are: Br[C:2]1[CH:10]=[CH:9][CH:8]=[C:7]2[C:3]=1[CH:4]=[N:5][NH:6]2.[CH2:11]([O:13][C:14](=[O:34])[CH:15]=[C:16](C1C=CC(OC)=C2C=1C=CN2)[C:17]1[CH:22]=[CH:21][CH:20]=[CH:19][CH:18]=1)[CH3:12]. (4) Given the product [C:20]([O:19][C:17](=[O:18])[CH2:16][NH:15][CH2:1][C:3]1[N:8]=[C:7]([C:9]([O:11][CH2:12][CH3:13])=[O:10])[CH:6]=[CH:5][CH:4]=1)([CH3:23])([CH3:22])[CH3:21], predict the reactants needed to synthesize it. The reactants are: [CH:1]([C:3]1[N:8]=[C:7]([C:9]([O:11][CH2:12][CH3:13])=[O:10])[CH:6]=[CH:5][CH:4]=1)=O.Cl.[NH2:15][CH2:16][C:17]([O:19][C:20]([CH3:23])([CH3:22])[CH3:21])=[O:18].C(O[BH-](OC(=O)C)OC(=O)C)(=O)C.[Na+].C(=O)([O-])O.[Na+]. (5) The reactants are: [CH:1]1[C:14]2[C:5](=[N:6][C:7]3[C:12]([N:13]=2)=[CH:11][CH:10]=[CH:9][CH:8]=3)[CH:4]=[CH:3][C:2]=1[C:15]([OH:17])=O.Cl.Cl.[NH2:20][CH:21]1[CH:26]2[CH2:27][CH2:28][N:23]([CH2:24][CH2:25]2)[CH2:22]1. Given the product [N:23]12[CH2:28][CH2:27][CH:26]([CH2:25][CH2:24]1)[CH:21]([NH:20][C:15]([C:2]1[CH:3]=[CH:4][C:5]3[C:14](=[N:13][C:12]4[C:7]([N:6]=3)=[CH:8][CH:9]=[CH:10][CH:11]=4)[CH:1]=1)=[O:17])[CH2:22]2, predict the reactants needed to synthesize it. (6) Given the product [C:11]1([C:17]2[C:21]3[C:4](=[O:6])[C:3]4[C:2](=[CH:10][CH:9]=[CH:8][CH:7]=4)[NH:22][C:20]=3[N:19]([C:23]3[CH:28]=[CH:27][CH:26]=[CH:25][N:24]=3)[N:18]=2)[CH:12]=[CH:13][CH:14]=[CH:15][CH:16]=1, predict the reactants needed to synthesize it. The reactants are: I[C:2]1[CH:10]=[CH:9][CH:8]=[CH:7][C:3]=1[C:4]([OH:6])=O.[C:11]1([C:17]2[CH:21]=[C:20]([NH2:22])[N:19]([C:23]3[CH:28]=[CH:27][CH:26]=[CH:25][N:24]=3)[N:18]=2)[CH:16]=[CH:15][CH:14]=[CH:13][CH:12]=1.C(CC#N)(=O)C1C=CC=CC=1.N(C1C=CC=CN=1)N. (7) Given the product [CH2:27]([O:31][C:2]1[CH:7]=[C:6]([F:8])[CH:5]=[CH:4][C:3]=1[C:9]1[N:14]=[CH:13][N:12]=[C:11]([NH:15][C:16]2[CH:21]=[CH:20][CH:19]=[C:18]([CH2:22][S:23]([CH3:26])(=[O:25])=[O:24])[CH:17]=2)[N:10]=1)[C:28]#[C:29][CH3:30], predict the reactants needed to synthesize it. The reactants are: F[C:2]1[CH:7]=[C:6]([F:8])[CH:5]=[CH:4][C:3]=1[C:9]1[N:14]=[CH:13][N:12]=[C:11]([NH:15][C:16]2[CH:21]=[CH:20][CH:19]=[C:18]([CH2:22][S:23]([CH3:26])(=[O:25])=[O:24])[CH:17]=2)[N:10]=1.[CH2:27]([OH:31])[C:28]#[C:29][CH3:30]. (8) The reactants are: [CH3:1][N:2]([CH3:34])[C:3]1[C:12]2[C:7](=[CH:8][CH:9]=[CH:10][CH:11]=2)[N:6]=[C:5](/[CH:13]=[CH:14]/[C:15]2[N:20]=[C:19]([N:21]3[CH2:25][CH2:24][CH2:23][CH2:22]3)[CH:18]=[C:17]([CH2:26][O:27]C3CCCCO3)[N:16]=2)[N:4]=1.Cl.O1CCOCC1.CO. Given the product [CH3:34][N:2]([CH3:1])[C:3]1[C:12]2[C:7](=[CH:8][CH:9]=[CH:10][CH:11]=2)[N:6]=[C:5](/[CH:13]=[CH:14]/[C:15]2[N:16]=[C:17]([CH2:26][OH:27])[CH:18]=[C:19]([N:21]3[CH2:25][CH2:24][CH2:23][CH2:22]3)[N:20]=2)[N:4]=1, predict the reactants needed to synthesize it.